The task is: Regression. Given a peptide amino acid sequence and an MHC pseudo amino acid sequence, predict their binding affinity value. This is MHC class I binding data.. This data is from Peptide-MHC class I binding affinity with 185,985 pairs from IEDB/IMGT. (1) The peptide sequence is KIIIVAVHV. The MHC is HLA-A02:03 with pseudo-sequence HLA-A02:03. The binding affinity (normalized) is 0.322. (2) The MHC is HLA-A30:02 with pseudo-sequence HLA-A30:02. The binding affinity (normalized) is 0.00310. The peptide sequence is WTLVVLLI. (3) The peptide sequence is EVPAQYLTY. The MHC is HLA-B57:01 with pseudo-sequence HLA-B57:01. The binding affinity (normalized) is 0.0847. (4) The peptide sequence is LLWAARPRL. The MHC is HLA-A68:01 with pseudo-sequence HLA-A68:01. The binding affinity (normalized) is 0. (5) The peptide sequence is TVYGLGADV. The MHC is HLA-B15:17 with pseudo-sequence HLA-B15:17. The binding affinity (normalized) is 0.0847. (6) The MHC is HLA-A33:01 with pseudo-sequence HLA-A33:01. The peptide sequence is GARVIWMDAY. The binding affinity (normalized) is 0.425. (7) The binding affinity (normalized) is 0.773. The peptide sequence is VPAWLPLGI. The MHC is HLA-A69:01 with pseudo-sequence HLA-A69:01. (8) The peptide sequence is RVRQAWDTL. The MHC is HLA-A31:01 with pseudo-sequence HLA-A31:01. The binding affinity (normalized) is 0.477. (9) The peptide sequence is GKIKGKYSY. The MHC is HLA-B35:01 with pseudo-sequence HLA-B35:01. The binding affinity (normalized) is 0.0847. (10) The peptide sequence is IMYNYPAML. The MHC is HLA-A03:01 with pseudo-sequence HLA-A03:01. The binding affinity (normalized) is 0.182.